Dataset: Forward reaction prediction with 1.9M reactions from USPTO patents (1976-2016). Task: Predict the product of the given reaction. (1) Given the reactants [CH3:1][O:2][C:3]1[C:8]([N+:9]([O-])=O)=[C:7]([O:12][CH3:13])[N:6]=[C:5]([NH:14][CH2:15][CH2:16][C:17]([O:19][CH2:20][CH3:21])=[O:18])[N:4]=1.C([O-])=O.[NH4+], predict the reaction product. The product is: [NH2:9][C:8]1[C:7]([O:12][CH3:13])=[N:6][C:5]([NH:14][CH2:15][CH2:16][C:17]([O:19][CH2:20][CH3:21])=[O:18])=[N:4][C:3]=1[O:2][CH3:1]. (2) The product is: [CH3:45][C:30]1[CH:31]=[C:32]([O:34][Si:35]([CH:39]([CH3:41])[CH3:40])([CH:42]([CH3:43])[CH3:44])[CH:36]([CH3:37])[CH3:38])[CH:33]=[C:26]([CH3:25])[C:27]=1[CH:28]([C:2]1[CH:7]=[CH:6][C:5]([O:8][CH2:9][O:10][CH3:11])=[C:4]([CH2:12][C:13]2[CH:18]=[CH:17][C:16]([F:19])=[CH:15][CH:14]=2)[CH:3]=1)[OH:29]. Given the reactants Br[C:2]1[CH:7]=[CH:6][C:5]([O:8][CH2:9][O:10][CH3:11])=[C:4]([CH2:12][C:13]2[CH:18]=[CH:17][C:16]([F:19])=[CH:15][CH:14]=2)[CH:3]=1.[Li]CCCC.[CH3:25][C:26]1[CH:33]=[C:32]([O:34][Si:35]([CH:42]([CH3:44])[CH3:43])([CH:39]([CH3:41])[CH3:40])[CH:36]([CH3:38])[CH3:37])[CH:31]=[C:30]([CH3:45])[C:27]=1[CH:28]=[O:29], predict the reaction product. (3) The product is: [CH3:17][O:16][CH2:15][C:4]1[CH:3]=[C:2]([N:24]2[CH:25]=[CH:26][N:27]=[C:23]2[CH:20]2[CH2:21][CH2:22][O:18][CH2:19]2)[C:11]([N+:12]([O-:14])=[O:13])=[CH:10][C:5]=1[C:6]([O:8][CH3:9])=[O:7]. Given the reactants F[C:2]1[C:11]([N+:12]([O-:14])=[O:13])=[CH:10][C:5]([C:6]([O:8][CH3:9])=[O:7])=[C:4]([CH2:15][O:16][CH3:17])[CH:3]=1.[O:18]1[CH2:22][CH2:21][CH:20]([C:23]2[NH:24][CH:25]=[CH:26][N:27]=2)[CH2:19]1.C(#N)C, predict the reaction product. (4) Given the reactants [O:1]1[C:5]2[CH:6]=[CH:7][CH:8]=[CH:9][C:4]=2[CH:3]([CH2:10][OH:11])[CH2:2]1.Cl[C:13]1[N:14]=[C:15]([OH:23])[C:16]2[CH:22]=[CH:21][N:20]=[CH:19][C:17]=2[N:18]=1, predict the reaction product. The product is: [O:1]1[C:5]2[CH:6]=[CH:7][CH:8]=[CH:9][C:4]=2[CH:3]([CH2:10][O:11][C:13]2[N:14]=[C:15]([OH:23])[C:16]3[CH:22]=[CH:21][N:20]=[CH:19][C:17]=3[N:18]=2)[CH2:2]1.